Dataset: Full USPTO retrosynthesis dataset with 1.9M reactions from patents (1976-2016). Task: Predict the reactants needed to synthesize the given product. (1) Given the product [F:19][C:16]1[CH:17]=[CH:18][C:13]([C:11]([C:3]2[CH:2]=[N:1][C:10]3[C:5]([CH:4]=2)=[N:6][CH:7]=[CH:8][CH:9]=3)=[NH:20])=[CH:14][CH:15]=1, predict the reactants needed to synthesize it. The reactants are: [N:1]1[C:10]2[C:5](=[N:6][CH:7]=[CH:8][CH:9]=2)[CH:4]=[C:3]([C:11]([C:13]2[CH:18]=[CH:17][C:16]([F:19])=[CH:15][CH:14]=2)=O)[CH:2]=1.[NH3:20].C(=O)([O-])[O-].[K+].[K+]. (2) Given the product [CH2:1]([O:3][C:4]([N:6]1[CH2:7][CH2:8][N:9]([C:12](=[O:50])[C@@H:13]([NH:23][C:24]([C:26]2[CH:30]=[C:29]([O:31][CH2:32][C:33]([OH:35])=[O:34])[N:28]([C:43]3[CH:48]=[CH:47][CH:46]=[C:45]([F:49])[CH:44]=3)[N:27]=2)=[O:25])[CH2:14][CH2:15][C:16]([O:18][C:19]([CH3:22])([CH3:21])[CH3:20])=[O:17])[CH2:10][CH2:11]1)=[O:5])[CH3:2], predict the reactants needed to synthesize it. The reactants are: [CH2:1]([O:3][C:4]([N:6]1[CH2:11][CH2:10][N:9]([C:12](=[O:50])[C@@H:13]([NH:23][C:24]([C:26]2[CH:30]=[C:29]([O:31][CH2:32][C:33]([O:35]CC3C=CC=CC=3)=[O:34])[N:28]([C:43]3[CH:48]=[CH:47][CH:46]=[C:45]([F:49])[CH:44]=3)[N:27]=2)=[O:25])[CH2:14][CH2:15][C:16]([O:18][C:19]([CH3:22])([CH3:21])[CH3:20])=[O:17])[CH2:8][CH2:7]1)=[O:5])[CH3:2]. (3) Given the product [Cl:1][C:2]1[CH:27]=[CH:26][CH:25]=[C:24]([Cl:28])[C:3]=1[CH2:4][C:5]1[N:9]([CH2:10][C:11]2[CH:12]=[CH:13][C:14]([C:15]([NH:40][CH2:39][CH2:38][CH2:37][N:36]([CH3:41])[CH3:35])=[O:17])=[CH:18][CH:19]=2)[C:8]2[CH:20]=[CH:21][CH:22]=[CH:23][C:7]=2[N:6]=1, predict the reactants needed to synthesize it. The reactants are: [Cl:1][C:2]1[CH:27]=[CH:26][CH:25]=[C:24]([Cl:28])[C:3]=1[CH2:4][C:5]1[N:9]([CH2:10][C:11]2[CH:19]=[CH:18][C:14]([C:15]([OH:17])=O)=[CH:13][CH:12]=2)[C:8]2[CH:20]=[CH:21][CH:22]=[CH:23][C:7]=2[N:6]=1.C(Cl)(=O)C(Cl)=O.[CH3:35][N:36]([CH3:41])[CH2:37][CH2:38][CH2:39][NH2:40].CCN(C(C)C)C(C)C. (4) Given the product [N+:11]([C:9]1[CH:8]=[CH:7][C:6]2[N:26]3[C@H:2]([CH2:1][O:3][C:4](=[O:15])[C:5]=2[CH:10]=1)[CH2:29][CH2:28][CH2:27]3)([O-:13])=[O:12], predict the reactants needed to synthesize it. The reactants are: [CH2:1]([O:3][C:4](=[O:15])[C:5]1[CH:10]=[C:9]([N+:11]([O-:13])=[O:12])[CH:8]=[CH:7][C:6]=1F)[CH3:2].C(N(C(C)C)CC)(C)C.C[N:26]1C(=O)[CH2:29][CH2:28][CH2:27]1. (5) Given the product [CH2:14]([O:13][C:11](=[O:12])[CH2:10][O:8][C:3]1[CH:4]=[CH:5][CH:6]=[CH:7][C:2]=1[Cl:1])[CH3:15], predict the reactants needed to synthesize it. The reactants are: [Cl:1][C:2]1[CH:7]=[CH:6][CH:5]=[CH:4][C:3]=1[OH:8].Br[CH2:10][C:11]([O:13][CH2:14][CH3:15])=[O:12].C([O-])([O-])=O.[K+].[K+].